From a dataset of NCI-60 drug combinations with 297,098 pairs across 59 cell lines. Regression. Given two drug SMILES strings and cell line genomic features, predict the synergy score measuring deviation from expected non-interaction effect. (1) Drug 1: CS(=O)(=O)CCNCC1=CC=C(O1)C2=CC3=C(C=C2)N=CN=C3NC4=CC(=C(C=C4)OCC5=CC(=CC=C5)F)Cl. Synergy scores: CSS=48.6, Synergy_ZIP=1.18, Synergy_Bliss=3.37, Synergy_Loewe=-13.4, Synergy_HSA=4.49. Cell line: OVCAR3. Drug 2: C1=NC2=C(N1)C(=S)N=CN2. (2) Cell line: SK-MEL-2. Drug 2: C(=O)(N)NO. Synergy scores: CSS=-8.73, Synergy_ZIP=5.59, Synergy_Bliss=6.88, Synergy_Loewe=-6.15, Synergy_HSA=-5.47. Drug 1: CC1=C2C(C(=O)C3(C(CC4C(C3C(C(C2(C)C)(CC1OC(=O)C(C(C5=CC=CC=C5)NC(=O)OC(C)(C)C)O)O)OC(=O)C6=CC=CC=C6)(CO4)OC(=O)C)O)C)O. (3) Drug 1: CS(=O)(=O)C1=CC(=C(C=C1)C(=O)NC2=CC(=C(C=C2)Cl)C3=CC=CC=N3)Cl. Drug 2: CC1=C2C(C(=O)C3(C(CC4C(C3C(C(C2(C)C)(CC1OC(=O)C(C(C5=CC=CC=C5)NC(=O)OC(C)(C)C)O)O)OC(=O)C6=CC=CC=C6)(CO4)OC(=O)C)O)C)O. Cell line: MOLT-4. Synergy scores: CSS=78.7, Synergy_ZIP=13.9, Synergy_Bliss=15.0, Synergy_Loewe=-8.27, Synergy_HSA=15.2.